From a dataset of Experimentally validated miRNA-target interactions with 360,000+ pairs, plus equal number of negative samples. Binary Classification. Given a miRNA mature sequence and a target amino acid sequence, predict their likelihood of interaction. The miRNA is hsa-miR-770-5p with sequence UCCAGUACCACGUGUCAGGGCCA. The protein sequence of the target gene is MADAWEEIRRLAADFQRAQFAESTQRLSERNCIEIVNKLISQKQLEVVHTLDGKEYITPAQISKEMRDELHVRGGRVNIVDLQQVINVDLTHIESRVSDIIKSEKHVQMVLGQLIDENYLDQLSEEVNDKLQESGQVTVSELCKAYDLPGDFLTQALTQRLGRIINGHLDLDNRGVIFTEAFVARHKARIRGLFSAITRPTPVNSLVSKYGFQEQLLYSVLEDLVSTGRLRGTVVGGRQDKAVFVPDIYSRTQSTWVDSFFRQNGYLEFDALSRLGIPDAVNYIKKRYKNTQLLFLKATC.... Result: 0 (no interaction).